This data is from Retrosynthesis with 50K atom-mapped reactions and 10 reaction types from USPTO. The task is: Predict the reactants needed to synthesize the given product. (1) The reactants are: COC1=C(c2ccccc2)C(CCC(=O)O)OC1=O. Given the product COC1=C(c2ccccc2)C(CCCO)OC1=O, predict the reactants needed to synthesize it. (2) The reactants are: CC(C)[C@H](N=O)C(=O)O.COC(=O)[C@@H](N)CC(C)C. Given the product COC(=O)[C@H](CC(C)C)NC(=O)[C@@H](N=O)C(C)C, predict the reactants needed to synthesize it.